This data is from Full USPTO retrosynthesis dataset with 1.9M reactions from patents (1976-2016). The task is: Predict the reactants needed to synthesize the given product. Given the product [C:1]([O:5][C:6]([NH:8][C@@H:9]([C@@H:22]([O:25][CH2:26][CH2:27][CH2:28][CH:29]=[CH2:30])[CH2:23][CH3:24])[C:10]([N:12]1[CH2:16][C@H:15]([OH:17])[CH2:14][C@H:13]1[C:18]([OH:20])=[O:19])=[O:11])=[O:7])([CH3:4])([CH3:3])[CH3:2], predict the reactants needed to synthesize it. The reactants are: [C:1]([O:5][C:6]([NH:8][C@@H:9]([C@@H:22]([O:25][CH2:26][CH2:27][CH2:28][CH:29]=[CH2:30])[CH2:23][CH3:24])[C:10]([N:12]1[CH2:16][C@H:15]([OH:17])[CH2:14][C@H:13]1[C:18]([O:20]C)=[O:19])=[O:11])=[O:7])([CH3:4])([CH3:3])[CH3:2].C1COCC1.[Li+].[OH-].Cl.